From a dataset of Reaction yield outcomes from USPTO patents with 853,638 reactions. Predict the reaction yield, written as a fraction of the theoretical maximum amount of product (1.0 means a 100% yield; for example, 0.34 means a 34% yield). (1) The reactants are C(O)C.[CH3:4][C:5]1[N:10]=[C:9]([CH:11]=O)[CH:8]=[CH:7][CH:6]=1.Cl.[OH:14][NH2:15].C([O-])([O-])=O.[K+].[K+]. No catalyst specified. The product is [CH3:4][C:5]1[N:10]=[C:9](/[CH:11]=[N:15]/[OH:14])[CH:8]=[CH:7][CH:6]=1. The yield is 0.880. (2) The reactants are [NH:1]([C:3]1[CH:8]=[C:7]([C:9]#[N:10])[CH:6]=[CH:5][N:4]=1)[NH2:2].C([O:13][C:14](=O)[CH:15]([CH3:19])[C:16](=O)[CH3:17])C. The catalyst is CCO.CC(O)=O. The product is [OH:13][C:14]1[N:1]([C:3]2[CH:8]=[C:7]([C:9]#[N:10])[CH:6]=[CH:5][N:4]=2)[N:2]=[C:16]([CH3:17])[C:15]=1[CH3:19]. The yield is 0.470.